Predict the product of the given reaction. From a dataset of Forward reaction prediction with 1.9M reactions from USPTO patents (1976-2016). (1) Given the reactants [F:1][C:2]1[CH:10]=[C:9]2[C:5]([CH2:6][CH2:7][NH:8]2)=[CH:4][CH:3]=1.[CH:11]1([N:17]=[C:18]=[O:19])[CH2:16][CH2:15][CH2:14][CH2:13][CH2:12]1, predict the reaction product. The product is: [CH:11]1([NH:17][C:18]([N:8]2[C:9]3[C:5](=[CH:4][CH:3]=[C:2]([F:1])[CH:10]=3)[CH2:6][CH2:7]2)=[O:19])[CH2:16][CH2:15][CH2:14][CH2:13][CH2:12]1. (2) Given the reactants [F:1][C:2]1[CH:23]=[CH:22][CH:21]=[C:20]([F:24])[C:3]=1[CH2:4][O:5][C:6]1[C:7]2[N:8]([C:13]([C:17]([OH:19])=O)=[C:14]([CH3:16])[N:15]=2)[CH:9]=[C:10]([CH3:12])[CH:11]=1.C(N(CC)C(C)C)(C)C.[NH2:34][CH2:35][C@@H:36]1[CH2:40][CH2:39][CH2:38][N:37]1[C:41]([O:43][C:44]([CH3:47])([CH3:46])[CH3:45])=[O:42].O.[C:49]([OH:55])([C:51]([F:54])([F:53])[F:52])=[O:50], predict the reaction product. The product is: [F:52][C:51]([F:54])([F:53])[C:49]([OH:55])=[O:50].[F:1][C:2]1[CH:23]=[CH:22][CH:21]=[C:20]([F:24])[C:3]=1[CH2:4][O:5][C:6]1[C:7]2[N:8]([C:13]([C:17]([NH:34][CH2:35][C@@H:36]3[CH2:40][CH2:39][CH2:38][N:37]3[C:41]([O:43][C:44]([CH3:47])([CH3:46])[CH3:45])=[O:42])=[O:19])=[C:14]([CH3:16])[N:15]=2)[CH:9]=[C:10]([CH3:12])[CH:11]=1. (3) Given the reactants [CH:1]([C:3]1[C:11]2[C:6](=[CH:7][C:8]([C:12]([OH:14])=[O:13])=[CH:9][CH:10]=2)[NH:5][N:4]=1)=O.[C:15]1([NH2:22])[CH:20]=[CH:19][CH:18]=[CH:17][C:16]=1[NH2:21].[S].O, predict the reaction product. The product is: [NH:21]1[C:16]2[CH:17]=[CH:18][CH:19]=[CH:20][C:15]=2[N:22]=[C:1]1[C:3]1[C:11]2[C:6](=[CH:7][C:8]([C:12]([OH:14])=[O:13])=[CH:9][CH:10]=2)[NH:5][N:4]=1. (4) Given the reactants [CH3:1][C:2]1[N:3]([CH2:32][C:33]([O:35]CC)=[O:34])[C:4]2[CH2:5][C:6]([CH3:31])([CH3:30])[CH2:7][C:8](=[O:29])[C:9]=2[C:10]=1[CH2:11][C:12]1[CH:17]=[CH:16][CH:15]=[CH:14][C:13]=1[S:18](=[O:28])(=[O:27])[N:19]([CH3:26])[C:20]1[CH:25]=[CH:24][CH:23]=[CH:22][CH:21]=1.[OH-].[Na+], predict the reaction product. The product is: [CH3:1][C:2]1[N:3]([CH2:32][C:33]([OH:35])=[O:34])[C:4]2[CH2:5][C:6]([CH3:31])([CH3:30])[CH2:7][C:8](=[O:29])[C:9]=2[C:10]=1[CH2:11][C:12]1[CH:17]=[CH:16][CH:15]=[CH:14][C:13]=1[S:18](=[O:27])(=[O:28])[N:19]([CH3:26])[C:20]1[CH:21]=[CH:22][CH:23]=[CH:24][CH:25]=1. (5) Given the reactants [C:1]1([C:7]2[O:8][C:9]([C:15]([F:18])([F:17])[F:16])=[C:10]([C:12]([OH:14])=O)[N:11]=2)[CH:6]=[CH:5][CH:4]=[CH:3][CH:2]=1.C(Cl)CCl.[Cl:23][C:24]1[N:29]=[CH:28][C:27]([NH2:30])=[CH:26][CH:25]=1.C1C=CC2N(O)N=NC=2C=1, predict the reaction product. The product is: [Cl:23][C:24]1[N:29]=[CH:28][C:27]([NH:30][C:12]([C:10]2[N:11]=[C:7]([C:1]3[CH:2]=[CH:3][CH:4]=[CH:5][CH:6]=3)[O:8][C:9]=2[C:15]([F:18])([F:17])[F:16])=[O:14])=[CH:26][CH:25]=1. (6) Given the reactants [CH:1]1([C:4]2[C:19]([O:20][CH2:21][C@@H:22]([NH:27]C(=O)OC(C)(C)C)[CH2:23][CH:24]([CH3:26])[CH3:25])=[CH:18][C:7]3[N:8]([CH3:17])[C:9](=[O:16])[C:10]4[C:15]([C:6]=3[CH:5]=2)=[CH:14][CH:13]=[N:12][CH:11]=4)[CH2:3][CH2:2]1.Cl.O1CCOCC1, predict the reaction product. The product is: [NH2:27][C@@H:22]([CH2:23][CH:24]([CH3:26])[CH3:25])[CH2:21][O:20][C:19]1[C:4]([CH:1]2[CH2:3][CH2:2]2)=[CH:5][C:6]2[C:15]3[C:10](=[CH:11][N:12]=[CH:13][CH:14]=3)[C:9](=[O:16])[N:8]([CH3:17])[C:7]=2[CH:18]=1. (7) Given the reactants C(N([CH2:8][CH3:9])C(C)C)(C)C.[OH:10][C:11]1[CH:18]=[C:17]([OH:19])[CH:16]=[CH:15][C:12]=1[CH:13]=[O:14].[CH2:20]([O:22][CH2:23]Cl)[CH3:21].CN(C)[CH:27]=[O:28], predict the reaction product. The product is: [CH2:20]([O:22][CH2:23][O:10][C:11]1[CH:18]=[C:17]([O:19][CH2:27][O:28][CH2:8][CH3:9])[CH:16]=[CH:15][C:12]=1[CH:13]=[O:14])[CH3:21]. (8) Given the reactants C[O:2][C:3]1[CH:11]=[C:10]2[C:6]([CH:7]=[C:8]([C:12]#[N:13])[NH:9]2)=[CH:5][C:4]=1[CH2:14][N:15]1[CH2:20][CH2:19][CH:18]([NH:21][C:22]2[C:23]3[CH:30]=[C:29]([CH2:31][C:32]([F:35])([F:34])[F:33])[S:28][C:24]=3[N:25]=[CH:26][N:27]=2)[CH2:17][CH2:16]1.B(Br)(Br)Br.C(=O)(O)[O-].[Na+], predict the reaction product. The product is: [OH:2][C:3]1[CH:11]=[C:10]2[C:6]([CH:7]=[C:8]([C:12]#[N:13])[NH:9]2)=[CH:5][C:4]=1[CH2:14][N:15]1[CH2:16][CH2:17][CH:18]([NH:21][C:22]2[C:23]3[CH:30]=[C:29]([CH2:31][C:32]([F:34])([F:35])[F:33])[S:28][C:24]=3[N:25]=[CH:26][N:27]=2)[CH2:19][CH2:20]1. (9) Given the reactants I[C:2]1[CH:3]=[C:4]([CH:8]=[CH:9][CH:10]=1)[C:5]([OH:7])=[O:6].[Cl:11][C:12]1[CH:17]=[CH:16][C:15](B(O)O)=[C:14]([CH3:21])[CH:13]=1.C(=O)([O-])[O-].[Na+].[Na+], predict the reaction product. The product is: [Cl:11][C:12]1[CH:17]=[CH:16][C:15]([C:2]2[CH:10]=[CH:9][CH:8]=[C:4]([C:5]([OH:7])=[O:6])[CH:3]=2)=[C:14]([CH3:21])[CH:13]=1.